From a dataset of Catalyst prediction with 721,799 reactions and 888 catalyst types from USPTO. Predict which catalyst facilitates the given reaction. (1) Reactant: [OH:1][C:2]1[CH:7]=[C:6]([CH3:8])[N:5]([CH3:9])[C:4](=[O:10])[C:3]=1[C:11](=[O:24])[CH:12]=[CH:13][C:14]1[CH:19]=[CH:18][CH:17]=[C:16]([O:20][CH2:21][CH2:22][OH:23])[CH:15]=1.[H-].[Na+].I[CH3:28].S([O-])(O)(=O)=O.[Na+]. Product: [CH3:28][O:1][C:2]1[CH:7]=[C:6]([CH3:8])[N:5]([CH3:9])[C:4](=[O:10])[C:3]=1[C:11](=[O:24])[CH:12]=[CH:13][C:14]1[CH:19]=[CH:18][CH:17]=[C:16]([O:20][CH2:21][CH2:22][OH:23])[CH:15]=1. The catalyst class is: 9. (2) Product: [NH3:4].[CH3:33][OH:34].[OH:39][CH2:38][C:37]([CH3:48])([O:36][C:26]1[CH:25]=[CH:24][C:23]([NH:22][C:3]2[N:8]=[C:7]([NH:9][C@@H:10]3[CH2:18][C@H:17]4[N:13]([CH2:14][CH2:15][CH2:16]4)[C:12]([CH3:20])([CH3:19])[CH2:11]3)[C:6]([F:21])=[CH:5][N:4]=2)=[CH:28][C:27]=1[N:29]1[C:33](=[O:34])[N:32]([CH3:35])[N:31]=[N:30]1)[CH3:47]. Reactant: Cl.Cl[C:3]1[N:8]=[C:7]([NH:9][C@@H:10]2[CH2:18][C@H:17]3[N:13]([CH2:14][CH2:15][CH2:16]3)[C:12]([CH3:20])([CH3:19])[CH2:11]2)[C:6]([F:21])=[CH:5][N:4]=1.[NH2:22][C:23]1[CH:24]=[CH:25][C:26]([O:36][C:37]([CH3:48])([CH3:47])[CH2:38][O:39][Si](C(C)(C)C)(C)C)=[C:27]([N:29]2[C:33](=[O:34])[N:32]([CH3:35])[N:31]=[N:30]2)[CH:28]=1. The catalyst class is: 41. (3) Reactant: [CH3:1][N:2]1[CH2:6][CH2:5][C@@H:4]([NH:7][C:8](=[O:47])[C@H:9]([CH:44]([CH3:46])[CH3:45])[CH2:10][C@H:11]([O:36][Si](C(C)(C)C)(C)C)[C@@H:12]([N:33]=[N+:34]=[N-:35])[CH2:13][C@H:14]([CH2:18][C:19]2[CH:24]=[CH:23][C:22]([O:25][CH3:26])=[C:21]([O:27][CH2:28][CH2:29][CH2:30][O:31][CH3:32])[CH:20]=2)[CH:15]([CH3:17])[CH3:16])[CH2:3]1.CCCC[N+](CCCC)(CCCC)CCCC.[F-].O. Product: [CH3:1][N:2]1[CH2:6][CH2:5][C@@H:4]([NH:7][C:8](=[O:47])[C@H:9]([CH:44]([CH3:46])[CH3:45])[CH2:10][C@H:11]([OH:36])[C@@H:12]([N:33]=[N+:34]=[N-:35])[CH2:13][C@H:14]([CH2:18][C:19]2[CH:24]=[CH:23][C:22]([O:25][CH3:26])=[C:21]([O:27][CH2:28][CH2:29][CH2:30][O:31][CH3:32])[CH:20]=2)[CH:15]([CH3:17])[CH3:16])[CH2:3]1. The catalyst class is: 1. (4) Reactant: [O:1]=[C:2]([C:15]1[CH:20]=[CH:19][CH:18]=[CH:17][CH:16]=1)[CH2:3][CH:4]([NH:8][C:9](=[O:14])[C:10]([F:13])([F:12])[F:11])[C:5]([OH:7])=O.[CH2:21]([NH2:25])[CH:22]([CH3:24])[CH3:23].Cl.CN(C)CCCN=C=NCC.O.N1(O)C2C=CC=CC=2N=N1.C(N(CC)C(C)C)(C)C.C(=O)(O)[O-].[Na+]. Product: [CH2:21]([NH:25][C:5](=[O:7])[CH:4]([NH:8][C:9](=[O:14])[C:10]([F:13])([F:12])[F:11])[CH2:3][C:2](=[O:1])[C:15]1[CH:20]=[CH:19][CH:18]=[CH:17][CH:16]=1)[CH:22]([CH3:24])[CH3:23]. The catalyst class is: 454. (5) Reactant: [CH2:1]([O:8][C:9]1[CH:10]=[C:11]2[C:16](=[CH:17][C:18]=1[O:19][CH3:20])[NH:15][C:14](=[O:21])[C:13]([C:22](O)=[O:23])=[CH:12]2)[C:2]1[CH:7]=[CH:6][CH:5]=[CH:4][CH:3]=1.CN(C(ON1N=NC2C=CC=NC1=2)=[N+](C)C)C.F[P-](F)(F)(F)(F)F.CN1CCOCC1.[NH2:56][C:57]1[CH:58]=[C:59]([CH:71]=[CH:72][C:73]=1[Cl:74])[C:60]([NH:62][CH2:63][C:64]1[CH:69]=[CH:68][CH:67]=[C:66]([Cl:70])[CH:65]=1)=[O:61]. Product: [Cl:74][C:73]1[CH:72]=[CH:71][C:59]([C:60](=[O:61])[NH:62][CH2:63][C:64]2[CH:69]=[CH:68][CH:67]=[C:66]([Cl:70])[CH:65]=2)=[CH:58][C:57]=1[NH:56][C:22]([C:13]1[C:14](=[O:21])[NH:15][C:16]2[C:11]([CH:12]=1)=[CH:10][C:9]([O:8][CH2:1][C:2]1[CH:7]=[CH:6][CH:5]=[CH:4][CH:3]=1)=[C:18]([O:19][CH3:20])[CH:17]=2)=[O:23]. The catalyst class is: 7. (6) Reactant: [Br:1][C:2]1[CH:7]=[CH:6][C:5]([C:8]([C:10]2[CH:11]=[N:12][C:13]([CH3:16])=[CH:14][CH:15]=2)=O)=[CH:4][CH:3]=1.O.NN.[OH-].[K+].O. Product: [Br:1][C:2]1[CH:7]=[CH:6][C:5]([CH2:8][C:10]2[CH:15]=[CH:14][C:13]([CH3:16])=[N:12][CH:11]=2)=[CH:4][CH:3]=1. The catalyst class is: 196.